This data is from Reaction yield outcomes from USPTO patents with 853,638 reactions. The task is: Predict the reaction yield, written as a fraction of the theoretical maximum amount of product (1.0 means a 100% yield; for example, 0.34 means a 34% yield). (1) The reactants are F[P-](F)(F)(F)(F)F.N1(OC(N(C)C)=[N+](C)C)C2N=CC=CC=2N=N1.[Cl:25][C:26]1[CH:31]=[CH:30][CH:29]=[CH:28][C:27]=1[N:32]1[C:36]2=[N:37][CH:38]=[N:39][C:40]([O:41][C@@H:42]([CH2:46][O:47][CH:48]([CH3:50])[CH3:49])[C:43]([OH:45])=O)=[C:35]2[CH:34]=[N:33]1.[CH3:51][C:52]1[CH:53]=[CH:54][C:55]([NH2:58])=[N:56][CH:57]=1.C(N(C(C)C)C(C)C)C. The catalyst is C(Cl)Cl. The product is [Cl:25][C:26]1[CH:31]=[CH:30][CH:29]=[CH:28][C:27]=1[N:32]1[C:36]2=[N:37][CH:38]=[N:39][C:40]([O:41][C@@H:42]([CH2:46][O:47][CH:48]([CH3:50])[CH3:49])[C:43]([NH:58][C:55]3[CH:54]=[CH:53][C:52]([CH3:51])=[CH:57][N:56]=3)=[O:45])=[C:35]2[CH:34]=[N:33]1. The yield is 0.471. (2) The reactants are [CH3:1][O:2][C:3]1[CH:11]=[C:7]([C:8]([OH:10])=[O:9])[C:6]([NH2:12])=[CH:5][CH:4]=1.[C:13](OC(=O)C)(=O)[CH3:14]. No catalyst specified. The product is [CH3:13][C:14]1[O:9][C:8](=[O:10])[C:7]2[CH:11]=[C:3]([O:2][CH3:1])[CH:4]=[CH:5][C:6]=2[N:12]=1. The yield is 0.710. (3) The reactants are Br[C:2]1[N:6]2[C:7]3[C:12]([N:13]=[C:14]([CH3:15])[C:5]2=[C:4]([CH3:17])[N:3]=1)=[CH:11][CH:10]=[C:9]([F:16])[CH:8]=3.[Cl:18][C:19]1[CH:20]=[C:21](B(O)O)[CH:22]=[CH:23][CH:24]=1.C([O-])([O-])=O.[K+].[K+]. The catalyst is C1C=CC([P]([Pd]([P](C2C=CC=CC=2)(C2C=CC=CC=2)C2C=CC=CC=2)([P](C2C=CC=CC=2)(C2C=CC=CC=2)C2C=CC=CC=2)[P](C2C=CC=CC=2)(C2C=CC=CC=2)C2C=CC=CC=2)(C2C=CC=CC=2)C2C=CC=CC=2)=CC=1. The product is [Cl:18][C:19]1[CH:24]=[C:23]([C:2]2[N:6]3[C:7]4[C:12]([N:13]=[C:14]([CH3:15])[C:5]3=[C:4]([CH3:17])[N:3]=2)=[CH:11][CH:10]=[C:9]([F:16])[CH:8]=4)[CH:22]=[CH:21][CH:20]=1. The yield is 0.960. (4) The reactants are [O:1]1[C:5]2[CH:6]=[CH:7][C:8]([C:10]3([C:13]([NH:15][C:16]4[CH:17]=[CH:18][C:19]([CH2:33][OH:34])=[C:20]([C:22]5[CH:27]=[CH:26][C:25]([C:28]([N:30]([CH3:32])[CH3:31])=[O:29])=[CH:24][CH:23]=5)[CH:21]=4)=[O:14])[CH2:12][CH2:11]3)=[CH:9][C:4]=2[O:3][CH2:2]1.[C:35]1(C)C=CC(S(O)(=O)=O)=C[CH:36]=1. The product is [O:1]1[C:5]2[CH:6]=[CH:7][C:8]([C:10]3([C:13]([NH:15][C:16]4[CH:17]=[CH:18][C:19]([CH2:33][O:34][CH2:35][CH3:36])=[C:20]([C:22]5[CH:27]=[CH:26][C:25]([C:28]([N:30]([CH3:31])[CH3:32])=[O:29])=[CH:24][CH:23]=5)[CH:21]=4)=[O:14])[CH2:11][CH2:12]3)=[CH:9][C:4]=2[O:3][CH2:2]1. The yield is 0.130. The catalyst is C(O)C.